This data is from Reaction yield outcomes from USPTO patents with 853,638 reactions. The task is: Predict the reaction yield, written as a fraction of the theoretical maximum amount of product (1.0 means a 100% yield; for example, 0.34 means a 34% yield). (1) The reactants are C[O:2][C:3](=[O:11])[C:4]1[CH:9]=[CH:8][C:7](I)=[CH:6][CH:5]=1.C(N(CC)C(C)C)(C)C.[CH3:21][C:22]([CH3:26])([CH3:25])[C:23]#[CH:24]. The catalyst is O1CCOCC1.Cl[Pd](Cl)([P](C1C=CC=CC=1)(C1C=CC=CC=1)C1C=CC=CC=1)[P](C1C=CC=CC=1)(C1C=CC=CC=1)C1C=CC=CC=1.[Cu](I)I. The product is [CH3:21][C:22]([CH3:26])([CH3:25])[C:23]#[C:24][C:7]1[CH:8]=[CH:9][C:4]([C:3]([OH:2])=[O:11])=[CH:5][CH:6]=1. The yield is 0.280. (2) The reactants are [OH:1][C@H:2]([C:23]1[CH:28]=[CH:27][CH:26]=[CH:25][CH:24]=1)[CH2:3][CH2:4][N:5]1[CH2:10][CH2:9][CH:8]([C:11]2[CH:12]=[C:13]([NH:17][C:18](=[O:22])[CH:19]([CH3:21])[CH3:20])[CH:14]=[CH:15][CH:16]=2)[CH2:7][CH2:6]1.[N+:29]([C:32]1[CH:33]=[C:34](O)[CH:35]=[CH:36][CH:37]=1)([O-:31])=[O:30].C1(P(C2C=CC=CC=2)C2C=CC=CC=2)C=CC=CC=1.N(C(OCC)=O)=NC(OCC)=O.N. The catalyst is C1COCC1.C(Cl)(Cl)Cl. The product is [CH3:20][CH:19]([CH3:21])[C:18]([NH:17][C:13]1[CH:14]=[CH:15][CH:16]=[C:11]([CH:8]2[CH2:9][CH2:10][N:5]([CH2:4][CH2:3][C@@H:2]([O:1][C:36]3[CH:35]=[CH:34][CH:33]=[C:32]([N+:29]([O-:31])=[O:30])[CH:37]=3)[C:23]3[CH:24]=[CH:25][CH:26]=[CH:27][CH:28]=3)[CH2:6][CH2:7]2)[CH:12]=1)=[O:22]. The yield is 0.408. (3) The catalyst is O. The product is [CH3:1][N:2]([C:9]1[NH:13][C:12](=[O:14])[O:11][N:10]=1)[CH2:3][C:4]([OH:6])=[O:5]. The reactants are [CH3:1][N:2]([C:9]1[NH:13][C:12](=[O:14])[O:11][N:10]=1)[CH2:3][C:4]([O:6]CC)=[O:5].O1CCCC1.O.[OH-].[Li+]. The yield is 0.900. (4) The reactants are Br[CH:2]([CH3:6])[CH2:3][CH2:4][OH:5].[C:7]1([S:13]([C:15]2[CH:20]=[C:19]([CH2:21][CH3:22])[CH:18]=[CH:17][C:16]=2[OH:23])=[O:14])[CH:12]=[CH:11][CH:10]=[CH:9][CH:8]=1.CCOC(C)=O. The catalyst is CCCCCC. The product is [C:7]1([S@@:13]([C:15]2[CH:20]=[C:19]([CH2:21][CH3:22])[CH:18]=[CH:17][C:16]=2[O:23][C@H:2]([CH3:6])[CH2:3][CH2:4][OH:5])=[O:14])[CH:12]=[CH:11][CH:10]=[CH:9][CH:8]=1. The yield is 0.300. (5) The yield is 0.163. The product is [Cl:15][C:10]1[C:9]([NH:1][C:2]2[CH:7]=[CH:6][CH:5]=[CH:4][CH:3]=2)=[N:14][CH:13]=[CH:12][N:11]=1. The catalyst is C1(C)C=CC=CC=1.C1C=CC(/C=C/C(/C=C/C2C=CC=CC=2)=O)=CC=1.C1C=CC(/C=C/C(/C=C/C2C=CC=CC=2)=O)=CC=1.C1C=CC(/C=C/C(/C=C/C2C=CC=CC=2)=O)=CC=1.[Pd].[Pd]. The reactants are [NH2:1][C:2]1[CH:7]=[CH:6][CH:5]=[CH:4][CH:3]=1.Cl[C:9]1[C:10]([Cl:15])=[N:11][CH:12]=[CH:13][N:14]=1.CC(C)([O-])C.[Na+].C1C=CC(P(C2C(C3C(P(C4C=CC=CC=4)C4C=CC=CC=4)=CC=C4C=3C=CC=C4)=C3C(C=CC=C3)=CC=2)C2C=CC=CC=2)=CC=1. (6) The reactants are [CH2:1]([N:8]1[CH2:12][CH:11]([N:13](C(OC(C)(C)C)=O)[CH2:14][C:15]2[CH:20]=[CH:19][C:18]([F:21])=[CH:17][C:16]=2[F:22])[CH2:10][CH:9]1[C:30](O)=[O:31])[C:2]1[CH:7]=[CH:6][CH:5]=[CH:4][CH:3]=1.[F:33][C:34]([F:48])([F:47])[C:35]1[CH:36]=[C:37]([N:41]2[CH2:46][CH2:45][NH:44][CH2:43][CH2:42]2)[CH:38]=[CH:39][CH:40]=1. No catalyst specified. The product is [CH2:1]([N:8]1[CH2:12][C@@H:11]([NH:13][CH2:14][C:15]2[CH:20]=[CH:19][C:18]([F:21])=[CH:17][C:16]=2[F:22])[CH2:10][C@H:9]1[C:30]([N:44]1[CH2:45][CH2:46][N:41]([C:37]2[CH:38]=[CH:39][CH:40]=[C:35]([C:34]([F:33])([F:47])[F:48])[CH:36]=2)[CH2:42][CH2:43]1)=[O:31])[C:2]1[CH:7]=[CH:6][CH:5]=[CH:4][CH:3]=1. The yield is 0.110. (7) The reactants are [OH:1][C:2]1[CH:3]=[C:4]2[C:9](=[CH:10][CH:11]=1)[C:8]([O:12][C:13]1[CH:18]=[CH:17][C:16](/[CH:19]=[CH:20]/[C:21]([OH:23])=[O:22])=[CH:15][CH:14]=1)=[C:7]([C:24]1[CH:29]=[CH:28][CH:27]=[C:26]([OH:30])[CH:25]=1)[C:6]([CH3:31])=[CH:5]2. The catalyst is [Pd].CCOC(C)=O.CCO. The product is [OH:1][C:2]1[CH:3]=[C:4]2[C:9](=[CH:10][CH:11]=1)[C:8]([O:12][C:13]1[CH:18]=[CH:17][C:16]([CH2:19][CH2:20][C:21]([OH:23])=[O:22])=[CH:15][CH:14]=1)=[C:7]([C:24]1[CH:29]=[CH:28][CH:27]=[C:26]([OH:30])[CH:25]=1)[C:6]([CH3:31])=[CH:5]2. The yield is 0.440.